This data is from Reaction yield outcomes from USPTO patents with 853,638 reactions. The task is: Predict the reaction yield, written as a fraction of the theoretical maximum amount of product (1.0 means a 100% yield; for example, 0.34 means a 34% yield). (1) The reactants are [CH:1]([C@:4]1([C:16]([N:18]2[CH2:23][CH:22]=[C:21]([C:24]3[CH:29]=[CH:28][CH:27]=[C:26]([C:30]([F:33])([F:32])[F:31])[CH:25]=3)[CH2:20][CH2:19]2)=[O:17])[CH2:8][CH2:7][C@@H:6]([NH:9][CH:10]2[CH2:15][CH2:14][O:13][CH2:12][CH2:11]2)[CH2:5]1)([CH3:3])[CH3:2]. The catalyst is CO.[Pd]. The product is [CH:1]([C@:4]1([C:16]([N:18]2[CH2:19][CH2:20][CH:21]([C:24]3[CH:29]=[CH:28][CH:27]=[C:26]([C:30]([F:33])([F:32])[F:31])[CH:25]=3)[CH2:22][CH2:23]2)=[O:17])[CH2:8][CH2:7][C@@H:6]([NH:9][CH:10]2[CH2:11][CH2:12][O:13][CH2:14][CH2:15]2)[CH2:5]1)([CH3:3])[CH3:2]. The yield is 0.990. (2) The reactants are [CH2:1]([O:3][C:4]1[CH:11]=[CH:10][C:7]([CH:8]=O)=[CH:6][C:5]=1[N+:12]([O-:14])=[O:13])[CH3:2].[CH3:15][O:16][C:17]1[CH:18]=[C:19]([CH:23]=[CH:24][C:25]=1[O:26][CH3:27])[CH2:20][C:21]#[N:22]. No catalyst specified. The product is [CH3:15][O:16][C:17]1[CH:18]=[C:19](/[C:20](=[CH:8]/[C:7]2[CH:10]=[CH:11][C:4]([O:3][CH2:1][CH3:2])=[C:5]([N+:12]([O-:14])=[O:13])[CH:6]=2)/[C:21]#[N:22])[CH:23]=[CH:24][C:25]=1[O:26][CH3:27]. The yield is 0.400. (3) The reactants are [Br:1][C:2]1[CH:16]=[CH:15][C:5]2[C:6]3[N:7]([CH:11]=[C:12](I)[N:13]=3)[CH2:8][CH2:9][O:10][C:4]=2[CH:3]=1.[CH:17]([NH2:19])=[O:18].C[CH2:21][O:22]C(C)=O. The catalyst is CN(C1C=CN=CC=1)C.C1C=CC(P(C2C=CC=CC=2)[C-]2C=CC=C2)=CC=1.C1C=CC(P(C2C=CC=CC=2)[C-]2C=CC=C2)=CC=1.Cl[Pd]Cl.[Fe+2]. The product is [Br:1][C:2]1[CH:16]=[CH:15][C:5]2[C:6]3[N:7]([CH:11]=[C:12]([C:17]([NH:19][CH:21]=[O:22])=[O:18])[N:13]=3)[CH2:8][CH2:9][O:10][C:4]=2[CH:3]=1. The yield is 0.460. (4) The reactants are [NH2:1][C:2]1[CH:9]=[CH:8][C:5]([C:6]#[N:7])=[C:4]([CH3:10])[N:3]=1.[C:11](N1C=CC=CC1=O)(N1C=CC=CC1=O)=[S:12]. The catalyst is ClCCl. The product is [N:1]([C:2]1[CH:9]=[CH:8][C:5]([C:6]#[N:7])=[C:4]([CH3:10])[N:3]=1)=[C:11]=[S:12]. The yield is 0.960.